Regression. Given a peptide amino acid sequence and an MHC pseudo amino acid sequence, predict their binding affinity value. This is MHC class I binding data. From a dataset of Peptide-MHC class I binding affinity with 185,985 pairs from IEDB/IMGT. (1) The peptide sequence is ATAWRTGGY. The MHC is SLA-10401 with pseudo-sequence SLA-10401. The binding affinity (normalized) is 0.523. (2) The peptide sequence is VYAYPSGEK. The binding affinity (normalized) is 0.0847. The MHC is HLA-A26:01 with pseudo-sequence HLA-A26:01. (3) The peptide sequence is KYKDSTSV. The MHC is H-2-Kd with pseudo-sequence H-2-Kd. The binding affinity (normalized) is 0.500.